From a dataset of Full USPTO retrosynthesis dataset with 1.9M reactions from patents (1976-2016). Predict the reactants needed to synthesize the given product. (1) Given the product [CH2:14]([O:21][C:22](=[O:41])[C@H:23]([CH3:40])[CH2:24][C@H:25]([N:39]=[C:2]=[O:4])[CH2:26][C:27]1[CH:28]=[CH:29][C:30]([C:33]2[CH:34]=[CH:35][CH:36]=[CH:37][CH:38]=2)=[CH:31][CH:32]=1)[C:15]1[CH:16]=[CH:17][CH:18]=[CH:19][CH:20]=1, predict the reactants needed to synthesize it. The reactants are: Cl[C:2](Cl)([O:4]C(=O)OC(Cl)(Cl)Cl)Cl.Cl.[CH2:14]([O:21][C:22](=[O:41])[C@H:23]([CH3:40])[CH2:24][C@H:25]([NH2:39])[CH2:26][C:27]1[CH:32]=[CH:31][C:30]([C:33]2[CH:38]=[CH:37][CH:36]=[CH:35][CH:34]=2)=[CH:29][CH:28]=1)[C:15]1[CH:20]=[CH:19][CH:18]=[CH:17][CH:16]=1. (2) Given the product [CH3:21][NH:13][C:10]1[CH:11]=[N:12][C:7]([N:1]2[CH2:6][CH2:5][S:4][CH2:3][CH2:2]2)=[CH:8][C:9]=1[C:14]1[CH:19]=[CH:18][CH:17]=[CH:16][C:15]=1[CH3:20], predict the reactants needed to synthesize it. The reactants are: [N:1]1([C:7]2[N:12]=[CH:11][C:10]([NH2:13])=[C:9]([C:14]3[CH:19]=[CH:18][CH:17]=[CH:16][C:15]=3[CH3:20])[CH:8]=2)[CH2:6][CH2:5][S:4][CH2:3][CH2:2]1.[C:21](=O)([O-])[O-].[K+].[K+].ClC(OCC)=O.[H-].COCCO[Al+]OCCOC.[Na+].[H-].[OH-].[Na+]. (3) Given the product [C:1]([O:5][C:6]([N:8]1[CH2:13][C@@H:12]([C:14](=[O:37])[NH:15][CH2:16][C:17]2([CH2:31][CH2:32][CH2:33][CH2:34][O:35][CH3:36])[C:30]3[CH:29]=[CH:28][CH:27]=[CH:26][C:25]=3[O:24][C:23]3[C:18]2=[CH:19][CH:20]=[CH:21][CH:22]=3)[CH2:11][C@@H:10]([N:38]([CH2:41][CH3:42])[CH2:39][CH3:40])[CH2:9]1)=[O:7])([CH3:4])([CH3:3])[CH3:2], predict the reactants needed to synthesize it. The reactants are: [C:1]([O:5][C:6]([N:8]1[CH2:13][C@@H:12]([C:14](=[O:37])[NH:15][CH2:16][C:17]2([CH2:31][CH2:32][CH2:33][CH2:34][O:35][CH3:36])[C:30]3[CH:29]=[CH:28][CH:27]=[CH:26][C:25]=3[O:24][C:23]3[C:18]2=[CH:19][CH:20]=[CH:21][CH:22]=3)[CH2:11][C@@H:10]([NH:38][CH2:39][CH3:40])[CH2:9]1)=[O:7])([CH3:4])([CH3:3])[CH3:2].[CH:41](=O)[CH3:42].C([BH3-])#N.[Na+]. (4) Given the product [Cl:1][C:2]1[CH:7]=[C:6]([NH:8][C:9]2[CH:14]=[CH:13][CH:12]=[CH:11][C:10]=2[CH2:15][CH2:16][NH:39][CH2:40][CH:41]2[CH2:42][CH2:43][CH2:44][O:38]2)[CH:5]=[CH:4][C:3]=1[C:18]([C:20]1[CH:25]=[CH:24][CH:23]=[CH:22][C:21]=1[CH3:26])=[O:19], predict the reactants needed to synthesize it. The reactants are: [Cl:1][C:2]1[CH:7]=[C:6]([NH:8][C:9]2[CH:14]=[CH:13][CH:12]=[CH:11][C:10]=2[CH2:15][CH2:16]O)[CH:5]=[CH:4][C:3]=1[C:18]([C:20]1[CH:25]=[CH:24][CH:23]=[CH:22][C:21]=1[CH3:26])=[O:19].C1(C)C=CC(S(Cl)(=O)=O)=CC=1.[OH2:38].[N:39]1[CH:44]=[CH:43][CH:42]=[CH:41][CH:40]=1. (5) Given the product [CH2:1]([O:6][CH:7]([C:12]1[CH:13]=[N:14][C:15]([CH3:18])=[N:16][CH:17]=1)[CH2:8][N+:9]([O-:11])=[O:10])[CH3:2], predict the reactants needed to synthesize it. The reactants are: [CH:1]1([O:6][CH:7]([C:12]2[CH:13]=[N:14][C:15]([CH3:18])=[N:16][CH:17]=2)[CH2:8][N+:9]([O-:11])=[O:10])CCC[CH2:2]1. (6) The reactants are: [N:1]1([CH2:6][CH2:7][CH2:8][NH2:9])[CH:5]=[CH:4][N:3]=[CH:2]1.[F:10][C:11]1[CH:18]=[CH:17][CH:16]=[CH:15][C:12]=1[CH:13]=O.[O:19]([C:21]#[N:22])[K].Cl.N1C=CC=CC=1.[N+:30]([CH2:32][CH2:33][C:34]1[C:42]2[C:37](=[CH:38][CH:39]=[CH:40][CH:41]=2)[NH:36][CH:35]=1)#[C-:31]. Given the product [F:10][C:11]1[CH:18]=[CH:17][CH:16]=[CH:15][C:12]=1[CH:13]1[N:9]([CH2:8][CH2:7][CH2:6][N:1]2[CH:5]=[CH:4][N:3]=[CH:2]2)[C:21](=[O:19])[NH:22][C:31]1=[N:30][CH2:32][CH2:33][C:34]1[C:42]2[C:37](=[CH:38][CH:39]=[CH:40][CH:41]=2)[NH:36][CH:35]=1, predict the reactants needed to synthesize it. (7) Given the product [CH2:1]([O:8][C:9]([N:11]1[CH2:16][CH2:15][N:14]([C:17]2[CH:22]=[CH:21][C:20]([Br:24])=[CH:19][N:18]=2)[CH2:13][CH2:12]1)=[O:10])[C:2]1[CH:3]=[CH:4][CH:5]=[CH:6][CH:7]=1, predict the reactants needed to synthesize it. The reactants are: [CH2:1]([O:8][C:9]([N:11]1[CH2:16][CH2:15][N:14]([C:17]2[CH:22]=[CH:21][CH:20]=[CH:19][N:18]=2)[CH2:13][CH2:12]1)=[O:10])[C:2]1[CH:7]=[CH:6][CH:5]=[CH:4][CH:3]=1.O.[Br:24]N1C(=O)CCC1=O. (8) Given the product [NH2:7][C:8]([CH3:35])([CH2:32][CH2:33][CH3:34])[CH2:9][NH:10][C:11]([C:13]1[C:14]([CH3:31])=[N:15][N:16]2[C:21]([O:22][CH2:23][CH:24]3[CH2:29][CH2:28][CH2:27][CH2:26][CH2:25]3)=[CH:20][C:19]([CH3:30])=[CH:18][C:17]=12)=[O:12], predict the reactants needed to synthesize it. The reactants are: C(OC(=O)[NH:7][C:8]([CH3:35])([CH2:32][CH2:33][CH3:34])[CH2:9][NH:10][C:11]([C:13]1[C:14]([CH3:31])=[N:15][N:16]2[C:21]([O:22][CH2:23][CH:24]3[CH2:29][CH2:28][CH2:27][CH2:26][CH2:25]3)=[CH:20][C:19]([CH3:30])=[CH:18][C:17]=12)=[O:12])(C)(C)C.FC(F)(F)C(O)=O. (9) Given the product [CH3:1][C:2]1[N:3]([C:8]2[CH:12]=[C:11]([CH2:13][OH:14])[N:10]([CH3:15])[N:9]=2)[C:4]([CH3:7])=[CH:5][CH:6]=1, predict the reactants needed to synthesize it. The reactants are: [CH3:1][C:2]1[N:3]([C:8]2[CH:12]=[C:11]([CH:13]=[O:14])[N:10]([CH3:15])[N:9]=2)[C:4]([CH3:7])=[CH:5][CH:6]=1.[BH4-].[Na+].O. (10) Given the product [F:1][C:2]1[C:11]2[C:6](=[CH:7][CH:8]=[CH:9][C:10]=2[N+:12]([O-:14])=[O:13])[CH:5]=[N:4][CH:3]=1, predict the reactants needed to synthesize it. The reactants are: [F:1][C:2]1[C:11]2[C:6](=[CH:7][CH:8]=[CH:9][CH:10]=2)[CH:5]=[N:4][CH:3]=1.[N+:12]([O-])([O-:14])=[O:13].[K+].